From a dataset of Acute oral toxicity (LD50) regression data from Zhu et al.. Regression/Classification. Given a drug SMILES string, predict its toxicity properties. Task type varies by dataset: regression for continuous values (e.g., LD50, hERG inhibition percentage) or binary classification for toxic/non-toxic outcomes (e.g., AMES mutagenicity, cardiotoxicity, hepatotoxicity). Dataset: ld50_zhu. (1) The drug is Nn1cnnc1. The rat oral LD50 is 0.791, given as -log10 of the dose in mol/kg body weight (higher means more acutely toxic). (2) The molecule is COc1cnc(NS(=O)(=O)c2ccc(N)cc2)nc1. The rat oral LD50 is 1.67, given as -log10 of the dose in mol/kg body weight (higher means more acutely toxic). (3) The drug is CCOP(=S)(S)OCC. The rat oral LD50 is 1.62, given as -log10 of the dose in mol/kg body weight (higher means more acutely toxic). (4) The drug is O=C1CCCCCCCC(=O)OCCO1. The rat oral LD50 is 1.37, given as -log10 of the dose in mol/kg body weight (higher means more acutely toxic). (5) The compound is CC(C)(O)C#N. The rat oral LD50 is 3.66, given as -log10 of the dose in mol/kg body weight (higher means more acutely toxic). (6) The compound is O=C1CCC(C(=O)NC2CC2c2ccccc2)N1. The rat oral LD50 is 3.41, given as -log10 of the dose in mol/kg body weight (higher means more acutely toxic). (7) The compound is FC(F)(F)c1nc2c(Cl)c(Cl)cc(Cl)c2[nH]1. The rat oral LD50 is 4.66, given as -log10 of the dose in mol/kg body weight (higher means more acutely toxic). (8) The drug is CCCCCCC(C)OC(=O)COc1nc(F)c(Cl)c(N)c1Cl. The rat oral LD50 is 1.87, given as -log10 of the dose in mol/kg body weight (higher means more acutely toxic). (9) The drug is O=NN1CCCC1. The rat oral LD50 is 2.05, given as -log10 of the dose in mol/kg body weight (higher means more acutely toxic). (10) The molecule is COP(=O)(OC)OC=C(Cl)Cl. The rat oral LD50 is 3.95, given as -log10 of the dose in mol/kg body weight (higher means more acutely toxic).